This data is from Merck oncology drug combination screen with 23,052 pairs across 39 cell lines. The task is: Regression. Given two drug SMILES strings and cell line genomic features, predict the synergy score measuring deviation from expected non-interaction effect. (1) Drug 1: CCC1(O)CC2CN(CCc3c([nH]c4ccccc34)C(C(=O)OC)(c3cc4c(cc3OC)N(C)C3C(O)(C(=O)OC)C(OC(C)=O)C5(CC)C=CCN6CCC43C65)C2)C1. Drug 2: CC1(c2nc3c(C(N)=O)cccc3[nH]2)CCCN1. Cell line: A427. Synergy scores: synergy=-32.2. (2) Drug 1: O=S1(=O)NC2(CN1CC(F)(F)F)C1CCC2Cc2cc(C=CCN3CCC(C(F)(F)F)CC3)ccc2C1. Drug 2: Nc1ccn(C2OC(CO)C(O)C2(F)F)c(=O)n1. Cell line: ZR751. Synergy scores: synergy=1.41. (3) Drug 1: N#Cc1ccc(Cn2cncc2CN2CCN(c3cccc(Cl)c3)C(=O)C2)cc1. Drug 2: O=C(NOCC(O)CO)c1ccc(F)c(F)c1Nc1ccc(I)cc1F. Cell line: ZR751. Synergy scores: synergy=15.5. (4) Cell line: KPL1. Synergy scores: synergy=50.6. Drug 1: Cc1nc(Nc2ncc(C(=O)Nc3c(C)cccc3Cl)s2)cc(N2CCN(CCO)CC2)n1. Drug 2: COC1CC2CCC(C)C(O)(O2)C(=O)C(=O)N2CCCCC2C(=O)OC(C(C)CC2CCC(OP(C)(C)=O)C(OC)C2)CC(=O)C(C)C=C(C)C(O)C(OC)C(=O)C(C)CC(C)C=CC=CC=C1C. (5) Synergy scores: synergy=22.5. Drug 2: C#Cc1cccc(Nc2ncnc3cc(OCCOC)c(OCCOC)cc23)c1. Drug 1: CCN(CC)CCNC(=O)c1c(C)[nH]c(C=C2C(=O)Nc3ccc(F)cc32)c1C. Cell line: SKMES1. (6) Drug 1: CN1C(=O)C=CC2(C)C3CCC4(C)C(NC(=O)OCC(F)(F)F)CCC4C3CCC12. Drug 2: CC1CC2C3CCC4=CC(=O)C=CC4(C)C3(F)C(O)CC2(C)C1(O)C(=O)CO. Cell line: DLD1. Synergy scores: synergy=25.5.